This data is from Full USPTO retrosynthesis dataset with 1.9M reactions from patents (1976-2016). The task is: Predict the reactants needed to synthesize the given product. Given the product [F:3][C:4]1[CH:9]=[C:8]([F:10])[CH:7]=[CH:6][C:5]=1[C@@H:11]1[CH2:15][N:14]([CH:16]([CH3:17])[CH3:18])[CH2:13][C@H:12]1[C:19]([OH:21])=[O:20], predict the reactants needed to synthesize it. The reactants are: [OH-].[Li+].[F:3][C:4]1[CH:9]=[C:8]([F:10])[CH:7]=[CH:6][C:5]=1[C@@H:11]1[CH2:15][N:14]([CH:16]([CH3:18])[CH3:17])[CH2:13][C@H:12]1[C:19]([O:21]C)=[O:20].